This data is from Forward reaction prediction with 1.9M reactions from USPTO patents (1976-2016). The task is: Predict the product of the given reaction. (1) Given the reactants [CH2:1]([O:4][C:5](=[O:25])[NH:6][C:7]1[CH:12]=[CH:11][CH:10]=[C:9]([C:13](=O)[CH:14](Br)[C:15]2[CH:20]=[CH:19][N:18]=[C:17]([Cl:21])[N:16]=2)[C:8]=1[F:24])[CH:2]=[CH2:3].[CH3:26][C:27]([CH3:32])([CH3:31])[C:28]([NH2:30])=[O:29].O, predict the reaction product. The product is: [CH2:1]([O:4][C:5](=[O:25])[NH:6][C:7]1[CH:12]=[CH:11][CH:10]=[C:9]([C:13]2[N:30]=[C:28]([C:27]([CH3:32])([CH3:31])[CH3:26])[O:29][C:14]=2[C:15]2[CH:20]=[CH:19][N:18]=[C:17]([Cl:21])[N:16]=2)[C:8]=1[F:24])[CH:2]=[CH2:3]. (2) Given the reactants [C:1]([C:3]1[CH:8]=[CH:7][C:6]([NH:9][C@@H:10]2[CH2:15][CH2:14][CH2:13][CH2:12][C@@H:11]2[NH:16]C(=O)OC(C)(C)C)=[CH:5][C:4]=1[NH:24][C:25]1[CH:26]=[N:27][N:28]([CH3:30])[CH:29]=1)#[N:2].C([O-])([O-])=[O:32].[K+].[K+].OO.O, predict the reaction product. The product is: [NH2:16][C@H:11]1[CH2:12][CH2:13][CH2:14][CH2:15][C@H:10]1[NH:9][C:6]1[CH:7]=[CH:8][C:3]([C:1]([NH2:2])=[O:32])=[C:4]([NH:24][C:25]2[CH:26]=[N:27][N:28]([CH3:30])[CH:29]=2)[CH:5]=1. (3) The product is: [C:14]([C:10]1[CH:9]=[C:8]2[C:13](=[CH:12][CH:11]=1)[N:4]([CH2:3][CH2:2][O:1][S:24]([CH3:23])(=[O:26])=[O:25])[CH2:5][CH2:6][CH2:7]2)#[N:15]. Given the reactants [OH:1][CH2:2][CH2:3][N:4]1[C:13]2[C:8](=[CH:9][C:10]([C:14]#[N:15])=[CH:11][CH:12]=2)[CH2:7][CH2:6][CH2:5]1.C(N(CC)CC)C.[CH3:23][S:24](Cl)(=[O:26])=[O:25].O, predict the reaction product. (4) Given the reactants [OH-:1].[Ca+2:2].[OH-].[C:4](=[O:6])=[O:5], predict the reaction product. The product is: [C:4](=[O:1])([OH:6])[O-:5].[Ca+2:2].[C:4](=[O:1])([OH:6])[O-:5]. (5) Given the reactants C[O:2][C:3](=[O:37])[C:4]#[C:5][C:6]1[C:14]2[C:9](=[N:10][CH:11]=[C:12]([C:15]3[CH:20]=[CH:19][CH:18]=[CH:17][C:16]=3[O:21][C:22]3[CH:27]=[CH:26][CH:25]=[CH:24][CH:23]=3)[CH:13]=2)[N:8](S(C2C=CC=CC=2)(=O)=O)[CH:7]=1.[OH-].[Na+], predict the reaction product. The product is: [O:21]([C:16]1[CH:17]=[CH:18][CH:19]=[CH:20][C:15]=1[C:12]1[CH:13]=[C:14]2[C:6]([C:5]#[C:4][C:3]([OH:37])=[O:2])=[CH:7][NH:8][C:9]2=[N:10][CH:11]=1)[C:22]1[CH:27]=[CH:26][CH:25]=[CH:24][CH:23]=1.